This data is from Peptide-MHC class I binding affinity with 185,985 pairs from IEDB/IMGT. The task is: Regression. Given a peptide amino acid sequence and an MHC pseudo amino acid sequence, predict their binding affinity value. This is MHC class I binding data. The MHC is HLA-A02:01 with pseudo-sequence HLA-A02:01. The peptide sequence is ITCKAFGLY. The binding affinity (normalized) is 0.